This data is from Reaction yield outcomes from USPTO patents with 853,638 reactions. The task is: Predict the reaction yield, written as a fraction of the theoretical maximum amount of product (1.0 means a 100% yield; for example, 0.34 means a 34% yield). (1) The reactants are [C:1]1([C:7]2O[C:9]([C:16]3[CH:21]=[CH:20][CH:19]=[CH:18][CH:17]=3)=[C:10]3[C:15]=2[CH:14]=[CH:13][CH:12]=[CH:11]3)[CH:6]=[CH:5][CH:4]=[CH:3][CH:2]=1.[Br:22][C:23]1[C:33]2[C:34]3[C:26]([CH:27]=[CH:28][C:29]=3[CH:30]=[CH:31][CH:32]=2)=[CH:25][CH:24]=1. The catalyst is C1(C)C=CC=CC=1. The product is [Br:22][C:23]1[CH:24]=[CH:25][C:26]2=[C:34]3[C:33]=1[CH:32]=[CH:31][CH:30]=[C:29]3[C:28]1[C:7]([C:1]3[CH:6]=[CH:5][CH:4]=[CH:3][CH:2]=3)=[C:15]3[CH:14]=[CH:13][CH:12]=[CH:11][C:10]3=[C:9]([C:16]3[CH:21]=[CH:20][CH:19]=[CH:18][CH:17]=3)[C:27]=12. The yield is 0.740. (2) The reactants are [Br:1][C:2]1[CH:3]=[C:4]2[C:9](=[CH:10][CH:11]=1)[C:8](=[O:12])[CH2:7][CH2:6][CH2:5]2.[Si]([C:17]#[N:18])(C)(C)C.[H-].[H-].[H-].[H-].[Li+].[Al+3]. The catalyst is C1(C)C=CC=CC=1.[Zn+2].[I-].[I-]. The product is [NH2:18][CH2:17][C:8]1([OH:12])[C:9]2[C:4](=[CH:3][C:2]([Br:1])=[CH:11][CH:10]=2)[CH2:5][CH2:6][CH2:7]1. The yield is 0.790. (3) The reactants are [CH3:1][O:2][C:3]1[CH:24]=[C:23]([CH2:25][O:26][Si:27]([CH:34]([CH3:36])[CH3:35])([CH:31]([CH3:33])[CH3:32])[CH:28]([CH3:30])[CH3:29])[CH:22]=[CH:21][C:4]=1[O:5][CH2:6][C:7]1[N:8]=[C:9]([C:13]2[CH:14]=[C:15]([CH:18]=[CH:19][CH:20]=2)[C:16]#[N:17])[O:10][C:11]=1[CH3:12].C[Sn]([N:41]=[N+:42]=[N-:43])(C)C. The catalyst is C1(C)C=CC=CC=1. The product is [CH3:1][O:2][C:3]1[CH:24]=[C:23]([CH2:25][O:26][Si:27]([CH:28]([CH3:29])[CH3:30])([CH:34]([CH3:36])[CH3:35])[CH:31]([CH3:33])[CH3:32])[CH:22]=[CH:21][C:4]=1[O:5][CH2:6][C:7]1[N:8]=[C:9]([C:13]2[CH:14]=[C:15]([C:16]3[NH:43][N:42]=[N:41][N:17]=3)[CH:18]=[CH:19][CH:20]=2)[O:10][C:11]=1[CH3:12]. The yield is 0.650. (4) The yield is 0.760. No catalyst specified. The product is [Cl:1][CH2:2][CH2:3][C@H:4]([O:5][C:13]1[CH:14]=[C:15]([C:19](=[O:21])[CH3:20])[CH:16]=[CH:17][CH:18]=1)[C:6]1[CH:11]=[CH:10][CH:9]=[CH:8][CH:7]=1. The reactants are [Cl:1][CH2:2][CH2:3][C@H:4]([C:6]1[CH:11]=[CH:10][CH:9]=[CH:8][CH:7]=1)[OH:5].O[C:13]1[CH:14]=[C:15]([C:19](=[O:21])[CH3:20])[CH:16]=[CH:17][CH:18]=1.C1(P(C2C=CC=CC=2)C2C=CC=CC=2)C=CC=CC=1.CCOC(/N=N/C(OCC)=O)=O. (5) The reactants are Cl[C:2]1[CH:7]=[CH:6][N:5]=[C:4]2[CH:8]=[C:9]([C:11]3[CH:12]=[N:13][C:14](=[O:25])[N:15]([CH2:17][CH2:18][N:19]4[CH2:24][CH2:23][O:22][CH2:21][CH2:20]4)[CH:16]=3)[S:10][C:3]=12.[F:26][C:27]1[CH:32]=[C:31]([N+:33]([O-:35])=[O:34])[CH:30]=[CH:29][C:28]=1[OH:36].C([O-])([O-])=O.[K+].[K+]. The catalyst is O(C1C=CC=CC=1)C1C=CC=CC=1. The product is [F:26][C:27]1[CH:32]=[C:31]([N+:33]([O-:35])=[O:34])[CH:30]=[CH:29][C:28]=1[O:36][C:2]1[CH:7]=[CH:6][N:5]=[C:4]2[CH:8]=[C:9]([C:11]3[CH:12]=[N:13][C:14](=[O:25])[N:15]([CH2:17][CH2:18][N:19]4[CH2:24][CH2:23][O:22][CH2:21][CH2:20]4)[CH:16]=3)[S:10][C:3]=12. The yield is 0.260. (6) The reactants are C1(N2C(=O)C3S[CH:15]=[C:16]([C:17]4C=CC=CC=4)[C:10]=3[N:9]=[CH:8]2)C=CC=CC=1.[NH2:23][C:24]1[C:28]([C:29]2[CH:34]=[CH:33][CH:32]=[CH:31][C:30]=2[F:35])=[CH:27][S:26][C:25]=1[C:36]([O:38]C)=O.[CH:40](OCC)(OCC)OCC.C(N)C(C)(C)C. The catalyst is C(O)(=O)C. The product is [F:35][C:30]1[CH:31]=[CH:32][CH:33]=[CH:34][C:29]=1[C:28]1[C:24]2[N:23]=[CH:8][N:9]([CH2:10][C:16]([CH3:17])([CH3:40])[CH3:15])[C:36](=[O:38])[C:25]=2[S:26][CH:27]=1. The yield is 0.763. (7) The reactants are [NH2:1][C:2]([C:21]1[CH:22]=[C:23]([CH2:27][CH2:28][CH2:29][CH2:30][CH2:31][CH2:32][C:33]([O:35]CC)=[O:34])[CH:24]=[CH:25][CH:26]=1)([C:10]1[CH:15]=[C:14]([C:16]([F:19])([F:18])[F:17])[CH:13]=[C:12]([F:20])[CH:11]=1)[CH2:3][C:4]1[CH:9]=[CH:8][CH:7]=[CH:6][CH:5]=1.[CH:38]1([N:43]=[C:44]=[O:45])[CH2:42][CH2:41][CH2:40][CH2:39]1.C1COCC1.[OH-].[Li+]. The catalyst is C(Cl)Cl. The product is [CH:38]1([NH:43][C:44](=[O:45])[NH:1][C:2]([C:21]2[CH:22]=[C:23]([CH2:27][CH2:28][CH2:29][CH2:30][CH2:31][CH2:32][C:33]([OH:35])=[O:34])[CH:24]=[CH:25][CH:26]=2)([C:10]2[CH:15]=[C:14]([C:16]([F:18])([F:17])[F:19])[CH:13]=[C:12]([F:20])[CH:11]=2)[CH2:3][C:4]2[CH:9]=[CH:8][CH:7]=[CH:6][CH:5]=2)[CH2:42][CH2:41][CH2:40][CH2:39]1. The yield is 0.530. (8) The reactants are Cl.Cl.[F:3][C:4]1[CH:9]=[C:8]([F:10])[CH:7]=[CH:6][C:5]=1[C:11]1[CH:16]=[CH:15][N:14]=[C:13]([N:17]2[CH2:22][CH2:21][NH:20][CH2:19][CH2:18]2)[CH:12]=1.C(N(CC)C(C)C)(C)C.[N:32]1[CH:37]=[CH:36][CH:35]=[C:34]([NH:38][C:39](=O)[O:40]CC(Cl)(Cl)Cl)[N:33]=1.O. The catalyst is CS(C)=O. The product is [F:3][C:4]1[CH:9]=[C:8]([F:10])[CH:7]=[CH:6][C:5]=1[C:11]1[CH:16]=[CH:15][N:14]=[C:13]([N:17]2[CH2:18][CH2:19][N:20]([C:39]([NH:38][C:34]3[N:33]=[N:32][CH:37]=[CH:36][CH:35]=3)=[O:40])[CH2:21][CH2:22]2)[CH:12]=1. The yield is 0.310. (9) The reactants are Cl.[CH3:2][O:3][C:4]1[CH:13]=[CH:12][C:11]2[CH2:10][NH:9][CH2:8][CH2:7][C:6]=2[C:5]=1[CH:14]=[O:15].[CH2:16]([N:18]([CH2:21][CH3:22])[CH2:19][CH3:20])[CH3:17].[O:23]1[CH2:27]CCC1.Cl.[CH3:29][N:30](C)CCCN=C=NCC.ON1C2C=CC=CC=2N=N1. No catalyst specified. The product is [CH3:2][O:3][C:4]1[CH:13]=[CH:12][C:11]2[CH2:10][N:9]([C:27](=[O:23])[CH2:17][CH2:16][N:18]3[CH2:21][CH2:22][N:30]([CH3:29])[CH2:20][CH2:19]3)[CH2:8][CH2:7][C:6]=2[C:5]=1[CH:14]=[O:15]. The yield is 0.896. (10) The reactants are [F:1][C:2]1([F:41])[O:6][C:5]2[CH:7]=[CH:8][C:9]([C:11]3([C:14]([NH:16][C:17]4[CH:18]=[C:19]5[C:23](=[CH:24][C:25]=4[F:26])[N:22]([CH2:27][C@@H:28]4[CH2:32][O:31]C(C)(C)[O:29]4)[C:21]([C:35]([CH3:40])([CH2:37][CH2:38][OH:39])[CH3:36])=[CH:20]5)=[O:15])[CH2:13][CH2:12]3)=[CH:10][C:4]=2[O:3]1.FC1(F)OC2C=CC(C3(C(NC4C=C5C(=CC=4F)NC(C(C)(CCO)C)=C5)=O)CC3)=CC=2O1.CC1C=CC(S(O)(=O)=O)=CC=1.O. The catalyst is CO.O. The product is [F:41][C:2]1([F:1])[O:6][C:5]2[CH:7]=[CH:8][C:9]([C:11]3([C:14]([NH:16][C:17]4[CH:18]=[C:19]5[C:23](=[CH:24][C:25]=4[F:26])[N:22]([CH2:27][C@@H:28]([OH:29])[CH2:32][OH:31])[C:21]([C:35]([CH3:36])([CH2:37][CH2:38][OH:39])[CH3:40])=[CH:20]5)=[O:15])[CH2:12][CH2:13]3)=[CH:10][C:4]=2[O:3]1. The yield is 0.310.